Dataset: NCI-60 drug combinations with 297,098 pairs across 59 cell lines. Task: Regression. Given two drug SMILES strings and cell line genomic features, predict the synergy score measuring deviation from expected non-interaction effect. (1) Drug 1: CN1CCC(CC1)COC2=C(C=C3C(=C2)N=CN=C3NC4=C(C=C(C=C4)Br)F)OC. Drug 2: CC1=C2C(C(=O)C3(C(CC4C(C3C(C(C2(C)C)(CC1OC(=O)C(C(C5=CC=CC=C5)NC(=O)C6=CC=CC=C6)O)O)OC(=O)C7=CC=CC=C7)(CO4)OC(=O)C)O)C)OC(=O)C. Cell line: T-47D. Synergy scores: CSS=36.7, Synergy_ZIP=8.60, Synergy_Bliss=9.17, Synergy_Loewe=-1.54, Synergy_HSA=9.82. (2) Drug 1: CC1=CC=C(C=C1)C2=CC(=NN2C3=CC=C(C=C3)S(=O)(=O)N)C(F)(F)F. Drug 2: CC1CCC2CC(C(=CC=CC=CC(CC(C(=O)C(C(C(=CC(C(=O)CC(OC(=O)C3CCCCN3C(=O)C(=O)C1(O2)O)C(C)CC4CCC(C(C4)OC)O)C)C)O)OC)C)C)C)OC. Cell line: HCT116. Synergy scores: CSS=0.808, Synergy_ZIP=3.39, Synergy_Bliss=9.76, Synergy_Loewe=-0.178, Synergy_HSA=0.845. (3) Drug 1: C1=NC(=NC(=O)N1C2C(C(C(O2)CO)O)O)N. Drug 2: C1CN(P(=O)(OC1)NCCCl)CCCl. Cell line: SNB-19. Synergy scores: CSS=17.7, Synergy_ZIP=-2.03, Synergy_Bliss=0.975, Synergy_Loewe=-11.4, Synergy_HSA=0.773. (4) Drug 1: CN1CCC(CC1)COC2=C(C=C3C(=C2)N=CN=C3NC4=C(C=C(C=C4)Br)F)OC. Drug 2: COC1=CC(=CC(=C1O)OC)C2C3C(COC3=O)C(C4=CC5=C(C=C24)OCO5)OC6C(C(C7C(O6)COC(O7)C8=CC=CS8)O)O. Cell line: SNB-19. Synergy scores: CSS=48.2, Synergy_ZIP=6.42, Synergy_Bliss=8.62, Synergy_Loewe=-12.4, Synergy_HSA=9.23. (5) Drug 1: CCC(=C(C1=CC=CC=C1)C2=CC=C(C=C2)OCCN(C)C)C3=CC=CC=C3.C(C(=O)O)C(CC(=O)O)(C(=O)O)O. Drug 2: CC12CCC3C(C1CCC2OP(=O)(O)O)CCC4=C3C=CC(=C4)OC(=O)N(CCCl)CCCl.[Na+]. Cell line: NCI-H226. Synergy scores: CSS=13.5, Synergy_ZIP=-2.31, Synergy_Bliss=-3.60, Synergy_Loewe=-6.00, Synergy_HSA=-4.41. (6) Drug 1: CC1C(C(CC(O1)OC2CC(CC3=C2C(=C4C(=C3O)C(=O)C5=C(C4=O)C(=CC=C5)OC)O)(C(=O)CO)O)N)O.Cl. Drug 2: CC1C(C(CC(O1)OC2CC(CC3=C2C(=C4C(=C3O)C(=O)C5=C(C4=O)C(=CC=C5)OC)O)(C(=O)C)O)N)O.Cl. Cell line: PC-3. Synergy scores: CSS=3.85, Synergy_ZIP=-1.99, Synergy_Bliss=0.797, Synergy_Loewe=-6.53, Synergy_HSA=-6.56. (7) Drug 1: CCN(CC)CCNC(=O)C1=C(NC(=C1C)C=C2C3=C(C=CC(=C3)F)NC2=O)C. Drug 2: CCC1=C2CN3C(=CC4=C(C3=O)COC(=O)C4(CC)O)C2=NC5=C1C=C(C=C5)O. Cell line: OVCAR3. Synergy scores: CSS=20.8, Synergy_ZIP=-2.37, Synergy_Bliss=-0.603, Synergy_Loewe=0.568, Synergy_HSA=1.41. (8) Drug 1: CC12CCC3C(C1CCC2NC(=O)OCC(F)(F)F)CCC4C3(C=CC(=O)N4C)C. Drug 2: CC1C(C(CC(O1)OC2CC(CC3=C2C(=C4C(=C3O)C(=O)C5=C(C4=O)C(=CC=C5)OC)O)(C(=O)CO)O)N)O. Cell line: NCI-H460. Synergy scores: CSS=58.7, Synergy_ZIP=4.06, Synergy_Bliss=3.85, Synergy_Loewe=-28.3, Synergy_HSA=6.20. (9) Drug 1: CCC1(CC2CC(C3=C(CCN(C2)C1)C4=CC=CC=C4N3)(C5=C(C=C6C(=C5)C78CCN9C7C(C=CC9)(C(C(C8N6C)(C(=O)OC)O)OC(=O)C)CC)OC)C(=O)OC)O.OS(=O)(=O)O. Drug 2: C1=CC=C(C(=C1)C(C2=CC=C(C=C2)Cl)C(Cl)Cl)Cl. Cell line: HS 578T. Synergy scores: CSS=0.151, Synergy_ZIP=-1.80, Synergy_Bliss=-4.05, Synergy_Loewe=-3.88, Synergy_HSA=-3.02. (10) Drug 1: CC1=C(C=C(C=C1)NC2=NC=CC(=N2)N(C)C3=CC4=NN(C(=C4C=C3)C)C)S(=O)(=O)N.Cl. Drug 2: C1C(C(OC1N2C=NC3=C(N=C(N=C32)Cl)N)CO)O. Cell line: BT-549. Synergy scores: CSS=8.92, Synergy_ZIP=-1.92, Synergy_Bliss=-1.55, Synergy_Loewe=-34.3, Synergy_HSA=-3.97.